This data is from Reaction yield outcomes from USPTO patents with 853,638 reactions. The task is: Predict the reaction yield, written as a fraction of the theoretical maximum amount of product (1.0 means a 100% yield; for example, 0.34 means a 34% yield). (1) The reactants are [OH-].[Li+].[Cl:3][C:4]1[CH:9]=[CH:8][C:7]([C:10]([NH:12][C@H:13]([C:19]([O:21]C)=[O:20])[CH2:14][C:15]([O:17]C)=[O:16])=[O:11])=[C:6]([NH:23][C:24]([NH:26][C:27]2[C:32]([CH3:33])=[CH:31][CH:30]=[CH:29][C:28]=2[CH3:34])=[O:25])[CH:5]=1.CO.Cl. The catalyst is C1COCC1.O. The product is [Cl:3][C:4]1[CH:9]=[CH:8][C:7]([C:10]([NH:12][C@H:13]([C:19]([OH:21])=[O:20])[CH2:14][C:15]([OH:17])=[O:16])=[O:11])=[C:6]([NH:23][C:24]([NH:26][C:27]2[C:28]([CH3:34])=[CH:29][CH:30]=[CH:31][C:32]=2[CH3:33])=[O:25])[CH:5]=1. The yield is 0.200. (2) The reactants are [C:1]([O:5][C:6]([NH:8][C@@H:9]([C:11]1[O:15][N:14]=[C:13]([C:16]([O:18]CC)=[O:17])[CH:12]=1)[CH3:10])=[O:7])([CH3:4])([CH3:3])[CH3:2].[Li+].[OH-]. The catalyst is C1COCC1. The product is [C:1]([O:5][C:6]([NH:8][C@@H:9]([C:11]1[O:15][N:14]=[C:13]([C:16]([OH:18])=[O:17])[CH:12]=1)[CH3:10])=[O:7])([CH3:2])([CH3:3])[CH3:4]. The yield is 0.448. (3) The reactants are [CH3:1][N:2]([CH:13]1[CH2:18][CH2:17][N:16]([C:19]2[CH:24]=[CH:23][N:22]=[CH:21][CH:20]=2)[C:15](=[O:25])[CH2:14]1)C(=O)OCC1C=CC=CC=1. The catalyst is CO. The product is [CH3:1][NH:2][CH:13]1[CH2:18][CH2:17][N:16]([C:19]2[CH:24]=[CH:23][N:22]=[CH:21][CH:20]=2)[C:15](=[O:25])[CH2:14]1. The yield is 0.770. (4) The reactants are [S:1]1[C:5]2[CH:6]=[CH:7][CH:8]=[CH:9][C:4]=2[N:3]=[C:2]1[C:10]1[CH:15]=[C:14]([C:16]2[CH:21]=[CH:20][C:19](Br)=[CH:18][CH:17]=2)[CH:13]=[CH:12][C:11]=1[OH:23].[Li]CCCC.[C:29]1([Si:35](Cl)([C:42]2[CH:47]=[CH:46][CH:45]=[CH:44][CH:43]=2)[C:36]2[CH:41]=[CH:40][CH:39]=[CH:38][CH:37]=2)[CH:34]=[CH:33][CH:32]=[CH:31][CH:30]=1. The catalyst is C1COCC1. The product is [S:1]1[C:5]2[CH:6]=[CH:7][CH:8]=[CH:9][C:4]=2[N:3]=[C:2]1[C:10]1[CH:15]=[C:14]([C:16]2[CH:21]=[CH:20][C:19]([Si:35]([C:36]3[CH:37]=[CH:38][CH:39]=[CH:40][CH:41]=3)([C:42]3[CH:47]=[CH:46][CH:45]=[CH:44][CH:43]=3)[C:29]3[CH:30]=[CH:31][CH:32]=[CH:33][CH:34]=3)=[CH:18][CH:17]=2)[CH:13]=[CH:12][C:11]=1[OH:23]. The yield is 0.650. (5) The reactants are [NH2:1][C@@H:2]([C:7]1[CH:12]=[CH:11][C:10]([O:13][CH3:14])=[C:9]([O:15][CH3:16])[CH:8]=1)[CH2:3][C:4]([OH:6])=[O:5].[C:17]([OH:20])(=O)[CH3:18]. No catalyst specified. The product is [CH3:16][O:15][C:9]1[CH:8]=[C:7]([C@H:2]([N:1]2[CH2:9][C:8]3[C:18](=[CH:4][CH:3]=[CH:2][CH:7]=3)[C:17]2=[O:20])[CH2:3][C:4]([OH:6])=[O:5])[CH:12]=[CH:11][C:10]=1[O:13][CH3:14]. The yield is 0.890. (6) The reactants are [F:1][C:2]1[CH:29]=[C:28]([F:30])[CH:27]=[CH:26][C:3]=1[CH2:4][O:5][C:6]1[N:7]=[C:8](SC)[N:9]([C:13]2[CH:14]=[C:15]([CH:20]=[CH:21][C:22]=2[CH3:23])[C:16]([O:18][CH3:19])=[O:17])[C:10](=[O:12])[CH:11]=1. The catalyst is CN(C)C(=O)C.[Ni]. The product is [F:1][C:2]1[CH:29]=[C:28]([F:30])[CH:27]=[CH:26][C:3]=1[CH2:4][O:5][C:6]1[N:7]=[CH:8][N:9]([C:13]2[CH:14]=[C:15]([CH:20]=[CH:21][C:22]=2[CH3:23])[C:16]([O:18][CH3:19])=[O:17])[C:10](=[O:12])[CH:11]=1. The yield is 0.810.